Dataset: Full USPTO retrosynthesis dataset with 1.9M reactions from patents (1976-2016). Task: Predict the reactants needed to synthesize the given product. (1) Given the product [F:48][C:49]1[CH:57]=[C:56]([OH:58])[CH:55]=[CH:54][C:50]=1[C:51]([N:2]([CH3:1])[CH2:3][CH2:4][CH2:5][CH2:6][CH2:7][CH2:8][CH2:9][CH2:10][CH2:11][N:12]1[CH2:13][CH2:14][CH:15]([O:18][C:19](=[O:33])[NH:20][C:21]2[CH:26]=[CH:25][CH:24]=[CH:23][C:22]=2[C:27]2[CH:28]=[CH:29][CH:30]=[CH:31][CH:32]=2)[CH2:16][CH2:17]1)=[O:53], predict the reactants needed to synthesize it. The reactants are: [CH3:1][NH:2][CH2:3][CH2:4][CH2:5][CH2:6][CH2:7][CH2:8][CH2:9][CH2:10][CH2:11][N:12]1[CH2:17][CH2:16][CH:15]([O:18][C:19](=[O:33])[NH:20][C:21]2[CH:26]=[CH:25][CH:24]=[CH:23][C:22]=2[C:27]2[CH:32]=[CH:31][CH:30]=[CH:29][CH:28]=2)[CH2:14][CH2:13]1.C1(N)C(F)=C(F)C(F)=C(N)C=1F.Cl.Cl.[F:48][C:49]1[CH:57]=[C:56]([OH:58])[CH:55]=[CH:54][C:50]=1[C:51]([OH:53])=O. (2) Given the product [Br:1][C:2]1[CH:7]=[CH:6][N:5]=[C:4]([NH:15][CH:9]2[CH2:14][CH2:13][CH2:12][CH2:11][CH2:10]2)[CH:3]=1, predict the reactants needed to synthesize it. The reactants are: [Br:1][C:2]1[CH:7]=[CH:6][N:5]=[C:4](Cl)[CH:3]=1.[CH:9]1([NH2:15])[CH2:14][CH2:13][CH2:12][CH2:11][CH2:10]1.